Task: Regression. Given a peptide amino acid sequence and an MHC pseudo amino acid sequence, predict their binding affinity value. This is MHC class II binding data.. Dataset: Peptide-MHC class II binding affinity with 134,281 pairs from IEDB (1) The peptide sequence is PVTEEPGMAKIPAGE. The binding affinity (normalized) is 0.112. The MHC is DRB3_0202 with pseudo-sequence DRB3_0202. (2) The peptide sequence is DHTNFKYNYSVIEGG. The MHC is DRB1_0401 with pseudo-sequence DRB1_0401. The binding affinity (normalized) is 0.386.